Dataset: Full USPTO retrosynthesis dataset with 1.9M reactions from patents (1976-2016). Task: Predict the reactants needed to synthesize the given product. (1) Given the product [Cl:1][C:2]1[C:11]2[C:6](=[CH:7][CH:8]=[CH:9][CH:10]=2)[N:5]=[C:4]([C:12]([C:21]2[CH:20]=[CH:19][C:18]([F:17])=[C:23]([F:24])[CH:22]=2)=[O:14])[N:3]=1, predict the reactants needed to synthesize it. The reactants are: [Cl:1][C:2]1[C:11]2[C:6](=[CH:7][CH:8]=[CH:9][CH:10]=2)[N:5]=[C:4]([C:12]([O:14]CC)=O)[N:3]=1.[F:17][C:18]1[CH:19]=[C:20]([Mg]Br)[CH:21]=[CH:22][C:23]=1[F:24].C1COCC1.[Cl-].[NH4+]. (2) Given the product [Cl:1][C:2]1[CH:3]=[CH:4][C:5]2[N:6]=[C:7]([CH:20]([N:26]3[CH2:27][CH:24]([F:23])[CH2:25]3)[CH3:21])[N:8]3[C:16]4[CH:15]=[CH:14][CH:13]=[C:12]([F:17])[C:11]=4[CH:10]=[C:9]3[C:18]=2[N:19]=1, predict the reactants needed to synthesize it. The reactants are: [Cl:1][C:2]1[CH:3]=[CH:4][C:5]2[N:6]=[C:7]([CH:20](Cl)[CH3:21])[N:8]3[C:16]4[CH:15]=[CH:14][CH:13]=[C:12]([F:17])[C:11]=4[CH:10]=[C:9]3[C:18]=2[N:19]=1.[F:23][CH:24]1[CH2:27][NH:26][CH2:25]1.C([O-])([O-])=O.[K+].[K+]. (3) Given the product [CH2:7]([O:14][C:15]1[CH:20]=[CH:19][C:18]([CH2:21][CH2:22][C:23]([CH3:1])([S:29]([CH3:32])(=[O:30])=[O:31])[C:24]([O:26][CH2:27][CH3:28])=[O:25])=[CH:17][CH:16]=1)[C:8]1[CH:9]=[CH:10][CH:11]=[CH:12][CH:13]=1, predict the reactants needed to synthesize it. The reactants are: [C:1](=O)([O-])[O-].[Cs+].[Cs+].[CH2:7]([O:14][C:15]1[CH:20]=[CH:19][C:18]([CH2:21][CH2:22][CH:23]([S:29]([CH3:32])(=[O:31])=[O:30])[C:24]([O:26][CH2:27][CH3:28])=[O:25])=[CH:17][CH:16]=1)[C:8]1[CH:13]=[CH:12][CH:11]=[CH:10][CH:9]=1.IC.Cl. (4) The reactants are: [C:1]([O:4][CH2:5][C@@H:6]([OH:21])[C@@H:7]([O:13]CC1C=CC=CC=1)[C@H:8]([OH:12])[CH2:9][CH:10]=[O:11])(=[O:3])[CH3:2]. Given the product [C:1]([O:4][CH2:5][C@@H:6]([OH:21])[C@@H:7]([OH:13])[C@H:8]([OH:12])[CH2:9][CH:10]=[O:11])(=[O:3])[CH3:2], predict the reactants needed to synthesize it. (5) Given the product [CH3:36][C:32]([CH3:35])([CH2:33][CH3:34])[C:31](=[O:37])[C:30]([N:38]1[CH2:43][CH2:42][CH2:41][CH2:40][C@H:39]1[C:44]([O:46][CH2:2][CH2:1][CH3:6])=[O:45])=[O:29], predict the reactants needed to synthesize it. The reactants are: [C:1]1(CC[C@H](C2C=CC=C(OCCCC(=O)NOC(C)(C)C)C=2)O)[CH:6]=CC=C[CH:2]=1.[O:29]=[C:30]([N:38]1[CH2:43][CH2:42][CH2:41][CH2:40][C@H:39]1[C:44]([OH:46])=[O:45])[C:31](=[O:37])[C:32]([CH3:36])([CH3:35])[CH2:33][CH3:34].C1(N=C=NC2CCCCC2)CCCCC1. (6) Given the product [NH2:1][C:2]1[N:3]=[CH:4][C:5]([C:8]#[C:9][C:10]2[CH:11]=[CH:12][C:13]([F:43])=[C:14]([CH:42]=2)[C:15]([NH:17][C:18]2[CH:23]=[C:22]([C:24]([F:27])([F:25])[F:26])[CH:21]=[CH:20][C:19]=2[N:28]2[CH2:33][CH2:32][CH2:31][C@@H:30]([OH:34])[CH2:29]2)=[O:16])=[CH:6][N:7]=1, predict the reactants needed to synthesize it. The reactants are: [NH2:1][C:2]1[N:7]=[CH:6][C:5]([C:8]#[C:9][C:10]2[CH:11]=[CH:12][C:13]([F:43])=[C:14]([CH:42]=2)[C:15]([NH:17][C:18]2[CH:23]=[C:22]([C:24]([F:27])([F:26])[F:25])[CH:21]=[CH:20][C:19]=2[N:28]2[CH2:33][CH2:32][CH2:31][C@@H:30]([O:34][Si](C(C)(C)C)(C)C)[CH2:29]2)=[O:16])=[CH:4][N:3]=1.[F-].C([N+](CCCC)(CCCC)CCCC)CCC.C1COCC1.